This data is from Catalyst prediction with 721,799 reactions and 888 catalyst types from USPTO. The task is: Predict which catalyst facilitates the given reaction. (1) Reactant: [O:1]1[C:5]2[CH:6]=[CH:7][CH:8]=[CH:9][C:4]=2[N:3]=[C:2]1[CH:10]([C@@H:12]([NH:15][C:16](=[O:39])[C@@H:17]([NH:29][C:30]1[CH:35]=[CH:34][CH:33]=[CH:32][C:31]=1[N+:36]([O-:38])=[O:37])[CH2:18][S:19]([CH2:22][C:23]1[CH:28]=[CH:27][CH:26]=[CH:25][CH:24]=1)(=[O:21])=[O:20])[CH2:13][CH3:14])[OH:11].CC(OI1(OC(C)=O)(OC(C)=O)OC(=O)C2C=CC=CC1=2)=O.[O-]S([O-])(=S)=O.[Na+].[Na+]. Product: [O:1]1[C:5]2[CH:6]=[CH:7][CH:8]=[CH:9][C:4]=2[N:3]=[C:2]1[C:10]([C@@H:12]([NH:15][C:16](=[O:39])[C@@H:17]([NH:29][C:30]1[CH:35]=[CH:34][CH:33]=[CH:32][C:31]=1[N+:36]([O-:38])=[O:37])[CH2:18][S:19]([CH2:22][C:23]1[CH:24]=[CH:25][CH:26]=[CH:27][CH:28]=1)(=[O:21])=[O:20])[CH2:13][CH3:14])=[O:11]. The catalyst class is: 793. (2) Reactant: [F:1][C:2]([F:22])([C:8]1[CH:13]=[CH:12][CH:11]=[C:10]([O:14][CH2:15][CH2:16][O:17][CH2:18][CH2:19][O:20][CH3:21])[CH:9]=1)[C:3]([O:5]CC)=[O:4].CO.O1CCCC1.O.[OH-].[Li+]. Product: [F:1][C:2]([F:22])([C:8]1[CH:13]=[CH:12][CH:11]=[C:10]([O:14][CH2:15][CH2:16][O:17][CH2:18][CH2:19][O:20][CH3:21])[CH:9]=1)[C:3]([OH:5])=[O:4]. The catalyst class is: 6.